Dataset: Forward reaction prediction with 1.9M reactions from USPTO patents (1976-2016). Task: Predict the product of the given reaction. (1) Given the reactants CO[C:3]([C:5]1[CH:6]=[C:7]2[C:11](=[CH:12][CH:13]=1)[NH:10][CH:9]=[CH:8]2)=[O:4].CO[C:16]([C:18]1[C:26](C)=[C:25]2[C:21](C=CN2)=[CH:20][CH:19]=1)=O, predict the reaction product. The product is: [CH2:16]([N:10]1[C:11]2[C:7](=[CH:6][C:5]([CH2:3][OH:4])=[CH:13][CH:12]=2)[CH:8]=[CH:9]1)[C:18]1[CH:26]=[CH:25][CH:21]=[CH:20][CH:19]=1. (2) Given the reactants [F:1][C:2]([F:13])([F:12])[O:3][C:4]1[CH:11]=[CH:10][C:7]([CH:8]=O)=[CH:6][CH:5]=1.[NH2:14][C:15]1[N:16]=[N:17][C:18]([CH3:21])=[CH:19][CH:20]=1.C([O:24][C:25](=O)[C:26]([OH:37])=[CH:27][C:28]([C:30]1[CH:35]=[CH:34][C:33]([CH3:36])=[CH:32][N:31]=1)=[O:29])C, predict the reaction product. The product is: [OH:37][C:26]1[C:25](=[O:24])[N:14]([C:15]2[N:16]=[N:17][C:18]([CH3:21])=[CH:19][CH:20]=2)[CH:8]([C:7]2[CH:10]=[CH:11][C:4]([O:3][C:2]([F:13])([F:12])[F:1])=[CH:5][CH:6]=2)[C:27]=1[C:28]([C:30]1[CH:35]=[CH:34][C:33]([CH3:36])=[CH:32][N:31]=1)=[O:29]. (3) Given the reactants [CH:1]1([C:4]2[CH:5]=[CH:6][C:7]([C:17]([OH:19])=O)=[N:8][C:9]=2[S:10]([CH2:13][CH:14]([CH3:16])[CH3:15])(=[O:12])=[O:11])[CH2:3][CH2:2]1.[NH2:20][C@@H:21]([CH2:26][C:27]([CH3:30])([CH3:29])[CH3:28])[C:22]([NH:24][CH3:25])=[O:23], predict the reaction product. The product is: [CH3:28][C:27]([CH3:30])([CH3:29])[CH2:26][C@H:21]([NH:20][C:17]([C:7]1[CH:6]=[CH:5][C:4]([CH:1]2[CH2:2][CH2:3]2)=[C:9]([S:10]([CH2:13][CH:14]([CH3:15])[CH3:16])(=[O:11])=[O:12])[N:8]=1)=[O:19])[C:22](=[O:23])[NH:24][CH3:25]. (4) Given the reactants [CH2:1]([NH:3][C:4]([NH:6][C:7]1[CH:12]=[CH:11][C:10]([C:13]2[N:14]=[C:15]([N:23]3[CH2:28][CH2:27][O:26][CH2:25][CH2:24]3)[C:16]3[CH2:22][CH2:21][NH:20][CH2:19][C:17]=3[N:18]=2)=[CH:9][CH:8]=1)=[O:5])[CH3:2].[CH2:29]=O, predict the reaction product. The product is: [CH2:1]([NH:3][C:4]([NH:6][C:7]1[CH:8]=[CH:9][C:10]([C:13]2[N:14]=[C:15]([N:23]3[CH2:24][CH2:25][O:26][CH2:27][CH2:28]3)[C:16]3[CH2:22][CH2:21][N:20]([CH3:29])[CH2:19][C:17]=3[N:18]=2)=[CH:11][CH:12]=1)=[O:5])[CH3:2]. (5) Given the reactants C(Cl)(=O)C(Cl)=O.CS(C)=O.[Cl:11][C:12]1[C:13]([C:20]([CH3:24])([CH3:23])[C:21]#[N:22])=[N:14][CH:15]=[C:16]([CH2:18][OH:19])[CH:17]=1.C(N(CC)CC)C, predict the reaction product. The product is: [Cl:11][C:12]1[C:13]([C:20]([CH3:24])([CH3:23])[C:21]#[N:22])=[N:14][CH:15]=[C:16]([CH:18]=[O:19])[CH:17]=1.